Task: Predict hERG channel inhibition at various concentrations.. Dataset: hERG Central: cardiac toxicity at 1µM, 10µM, and general inhibition (1) The molecule is CN1CCCN(C(=O)c2cc(-c3cccc4ccccc34)nc3ccccc23)CC1.Cl. Results: hERG_inhib (hERG inhibition (general)): blocker. (2) The compound is CCOC(=O)C1(CCc2ccccc2)CCN(Cc2ccc(C(=O)OC)cc2)CC1. Results: hERG_inhib (hERG inhibition (general)): blocker. (3) Results: hERG_inhib (hERG inhibition (general)): blocker. The molecule is CCN1CCN(c2cc(C)c3cc(NC(=O)c4cccs4)ccc3n2)CC1. (4) The compound is Cc1ccc(N(CC(O)CN(C)C)S(=O)(=O)c2ccccc2)cc1.Cl. Results: hERG_inhib (hERG inhibition (general)): blocker.